Dataset: NCI-60 drug combinations with 297,098 pairs across 59 cell lines. Task: Regression. Given two drug SMILES strings and cell line genomic features, predict the synergy score measuring deviation from expected non-interaction effect. (1) Drug 1: COCCOC1=C(C=C2C(=C1)C(=NC=N2)NC3=CC=CC(=C3)C#C)OCCOC. Drug 2: CC1(CCCN1)C2=NC3=C(C=CC=C3N2)C(=O)N. Cell line: UACC62. Synergy scores: CSS=30.6, Synergy_ZIP=3.44, Synergy_Bliss=3.48, Synergy_Loewe=-23.9, Synergy_HSA=0.280. (2) Drug 1: C1=NC2=C(N=C(N=C2N1C3C(C(C(O3)CO)O)O)F)N. Drug 2: COCCOC1=C(C=C2C(=C1)C(=NC=N2)NC3=CC=CC(=C3)C#C)OCCOC.Cl. Cell line: 786-0. Synergy scores: CSS=1.03, Synergy_ZIP=5.01, Synergy_Bliss=0.993, Synergy_Loewe=-4.17, Synergy_HSA=-1.34. (3) Synergy scores: CSS=1.62, Synergy_ZIP=2.20, Synergy_Bliss=4.10, Synergy_Loewe=2.92, Synergy_HSA=1.78. Cell line: SNB-19. Drug 2: CN(C(=O)NC(C=O)C(C(C(CO)O)O)O)N=O. Drug 1: CC12CCC3C(C1CCC2O)C(CC4=C3C=CC(=C4)O)CCCCCCCCCS(=O)CCCC(C(F)(F)F)(F)F. (4) Drug 1: CC1OCC2C(O1)C(C(C(O2)OC3C4COC(=O)C4C(C5=CC6=C(C=C35)OCO6)C7=CC(=C(C(=C7)OC)O)OC)O)O. Drug 2: CN(CCCl)CCCl.Cl. Cell line: NCI-H226. Synergy scores: CSS=8.43, Synergy_ZIP=-5.90, Synergy_Bliss=-7.16, Synergy_Loewe=-11.1, Synergy_HSA=-8.91. (5) Drug 2: CCCCCOC(=O)NC1=NC(=O)N(C=C1F)C2C(C(C(O2)C)O)O. Synergy scores: CSS=1.66, Synergy_ZIP=-0.510, Synergy_Bliss=-0.240, Synergy_Loewe=-2.98, Synergy_HSA=-2.52. Cell line: OVCAR-4. Drug 1: CN1C(=O)N2C=NC(=C2N=N1)C(=O)N. (6) Drug 1: C1=NC2=C(N=C(N=C2N1C3C(C(C(O3)CO)O)F)Cl)N. Drug 2: C1C(C(OC1N2C=NC3=C2NC=NCC3O)CO)O. Cell line: UACC-257. Synergy scores: CSS=7.60, Synergy_ZIP=-0.937, Synergy_Bliss=-1.44, Synergy_Loewe=2.29, Synergy_HSA=-1.19. (7) Drug 1: CC12CCC(CC1=CCC3C2CCC4(C3CC=C4C5=CN=CC=C5)C)O. Drug 2: CC1=C(C(=CC=C1)Cl)NC(=O)C2=CN=C(S2)NC3=CC(=NC(=N3)C)N4CCN(CC4)CCO. Cell line: SK-MEL-28. Synergy scores: CSS=6.58, Synergy_ZIP=-2.14, Synergy_Bliss=-0.782, Synergy_Loewe=-3.26, Synergy_HSA=-2.31.